From a dataset of Catalyst prediction with 721,799 reactions and 888 catalyst types from USPTO. Predict which catalyst facilitates the given reaction. (1) Reactant: [Cl:1][C:2]1[N:7]=[C:6](Cl)[CH:5]=[CH:4][N:3]=1.C(N(CC)CC)C.[NH:16]1[CH2:21][CH2:20][CH:19]([C:22]([O:24][CH3:25])=[O:23])[CH2:18][CH2:17]1. Product: [Cl:1][C:2]1[N:7]=[C:6]([N:16]2[CH2:21][CH2:20][CH:19]([C:22]([O:24][CH3:25])=[O:23])[CH2:18][CH2:17]2)[CH:5]=[CH:4][N:3]=1. The catalyst class is: 5. (2) Reactant: [C:1]([C:4]1[C:8]2[CH:9]=[CH:10][N:11]3[C:15]([C:7]=2[N:6]([CH2:23][C:24](O)=[O:25])[N:5]=1)=C[C:13]([C:16]1[CH:21]=[CH:20][CH:19]=[C:18]([Cl:22])[CH:17]=1)=[CH:12]3)(=[O:3])[CH3:2].OC(C(F)(F)F)=O.[Br:34][C:35]1[N:40]=[C:39]([NH:41][C:42]([C@@H:44]2[CH2:48][C@@H:47]([F:49])[CH2:46][NH:45]2)=[O:43])[CH:38]=[CH:37][CH:36]=1.CC[N:52](C(C)C)C(C)C.CN(C(ON1N=NC2C=CC=NC1=2)=[N+](C)C)C.F[P-](F)(F)(F)(F)F. Product: [C:1]([C:4]1[C:8]2[CH:9]=[CH:10][N:11]3[CH:12]=[C:13]([C:16]4[CH:21]=[CH:20][CH:19]=[C:18]([Cl:22])[CH:17]=4)[N:52]=[C:15]3[C:7]=2[N:6]([CH2:23][C:24]([N:45]2[CH2:46][C@H:47]([F:49])[CH2:48][C@H:44]2[C:42]([NH:41][C:39]2[CH:38]=[CH:37][CH:36]=[C:35]([Br:34])[N:40]=2)=[O:43])=[O:25])[N:5]=1)(=[O:3])[CH3:2]. The catalyst class is: 3. (3) Reactant: C[O:2][C:3](=[O:12])[CH:4]=[CH:5][C:6]1[N:7]=[C:8]([Br:11])[S:9][CH:10]=1.[OH-].[Li+]. Product: [Br:11][C:8]1[S:9][CH:10]=[C:6]([CH:5]=[CH:4][C:3]([OH:12])=[O:2])[N:7]=1. The catalyst class is: 30. (4) Reactant: [Br:1][C:2]1[CH:3]=[C:4]([NH:8][C:9](=[O:11])[CH3:10])[CH:5]=[CH:6][CH:7]=1.CC(O)=O.[N+:16]([O-])([O-:18])=[O:17].[K+]. Product: [Br:1][C:2]1[CH:3]=[C:4]([NH:8][C:9](=[O:11])[CH3:10])[CH:5]=[CH:6][C:7]=1[N+:16]([O-:18])=[O:17]. The catalyst class is: 82. (5) Reactant: [C:1]([C:5]1[CH:10]=[CH:9][CH:8]=[C:7]([N+:11]([O-])=O)[C:6]=1[OH:14])([CH3:4])([CH3:3])[CH3:2]. Product: [NH2:11][C:7]1[CH:8]=[CH:9][CH:10]=[C:5]([C:1]([CH3:3])([CH3:2])[CH3:4])[C:6]=1[OH:14]. The catalyst class is: 349. (6) Reactant: CN1C(C(OC)=O)CNC1=O.[CH3:12][N:13]1[CH:17]([C:18]([O:20][CH3:21])=[O:19])[CH2:16][N:15]([C:22]2[CH2:23][CH2:24][N:25]([C:28]([O:30][C:31]([CH3:34])([CH3:33])[CH3:32])=[O:29])[CH2:26][CH:27]=2)[C:14]1=[O:35]. Product: [CH3:12][N:13]1[CH:17]([C:18]([O:20][CH3:21])=[O:19])[CH2:16][N:15]([CH:22]2[CH2:23][CH2:24][N:25]([C:28]([O:30][C:31]([CH3:33])([CH3:32])[CH3:34])=[O:29])[CH2:26][CH2:27]2)[C:14]1=[O:35]. The catalyst class is: 78.